Dataset: Reaction yield outcomes from USPTO patents with 853,638 reactions. Task: Predict the reaction yield, written as a fraction of the theoretical maximum amount of product (1.0 means a 100% yield; for example, 0.34 means a 34% yield). The reactants are [ClH:1].[P:2]([O-:57])([O-:56])([O:4][C:5](C(C)(C)C)(C(C)(C)C)[C:6]1[CH:11]=[C:10]([N:12](C(OC(C)(C)C)=O)[C:13]([NH2:22])=[N:14]C(OC(C)(C)C)=O)[CH:9]=[C:8]([N:30](C(OC(C)(C)C)=O)[C:31]([NH2:40])=[N:32]C(OC(C)(C)C)=O)[CH:7]=1)=[O:3]. The catalyst is CCOCC. The product is [ClH:1].[ClH:1].[NH:12]([C:10]1[CH:11]=[C:6]([CH:7]=[C:8]([NH:30][C:31]([NH2:40])=[NH:32])[CH:9]=1)[CH2:5][O:4][P:2](=[O:3])([OH:56])[OH:57])[C:13]([NH2:22])=[NH:14]. The yield is 0.650.